From a dataset of Full USPTO retrosynthesis dataset with 1.9M reactions from patents (1976-2016). Predict the reactants needed to synthesize the given product. (1) The reactants are: CC1(C)OC2C3C(CCC)=CC(=O)OC=3C=C(O)C=2C=C1.[CH3:22][CH2:23][CH2:24][C:25]1[C:31]2[C:32]3[O:37][C:36]([CH3:39])([CH3:38])[CH:35]=[CH:34][C:33]=3[C:40]3[O:45][CH:44](C)[CH:43](C)[CH:42]([OH:48])[C:41]=3[C:30]=2[O:29][C:27](=[O:28])[CH:26]=1. Given the product [CH3:39][C:36]1([CH3:38])[O:37][C:32]2[C:31]3[C:25]([CH2:24][CH2:23][CH3:22])=[CH:26][C:27](=[O:28])[O:29][C:30]=3[C:41]([C:42](=[O:48])[CH2:43][CH3:44])=[C:40]([OH:45])[C:33]=2[CH:34]=[CH:35]1, predict the reactants needed to synthesize it. (2) Given the product [Br:1][C:2]1[CH:3]=[N:4][C:5]2[N:6]([N:8]=[C:9]([C:11]([N:20]3[CH2:19][CH2:18][N:17]4[CH:21]=[CH:22][N:23]=[C:16]4[CH:15]3[CH3:14])=[O:13])[CH:10]=2)[CH:7]=1, predict the reactants needed to synthesize it. The reactants are: [Br:1][C:2]1[CH:3]=[N:4][C:5]2[N:6]([N:8]=[C:9]([C:11]([OH:13])=O)[CH:10]=2)[CH:7]=1.[CH3:14][CH:15]1[NH:20][CH2:19][CH2:18][N:17]2[CH:21]=[CH:22][N:23]=[C:16]12. (3) Given the product [CH2:42]([O:41][C:38]1[CH:39]=[CH:40][C:35]([CH:21]([NH:22][C:23]2[CH:28]=[CH:27][C:26]([C:29]3[N:33]=[C:32]([CH3:34])[O:31][N:30]=3)=[CH:25][CH:24]=2)[C:20]2[NH:19][C:18](=[O:17])[N:1]([C:3]3[N:8]=[CH:7][CH:6]=[CH:5][N:4]=3)[N:2]=2)=[CH:36][C:37]=1[O:44][CH3:45])[CH3:43], predict the reactants needed to synthesize it. The reactants are: [NH:1]([C:3]1[N:8]=[CH:7][CH:6]=[CH:5][N:4]=1)[NH2:2].C(N(CC)CC)C.C[O:17][C:18](=O)[N:19]=[C:20](SC)[C:21]([C:35]1[CH:40]=[CH:39][C:38]([O:41][CH2:42][CH3:43])=[C:37]([O:44][CH3:45])[CH:36]=1)=[N:22][C:23]1[CH:28]=[CH:27][C:26]([C:29]2[N:33]=[C:32]([CH3:34])[O:31][N:30]=2)=[CH:25][CH:24]=1.